Dataset: Full USPTO retrosynthesis dataset with 1.9M reactions from patents (1976-2016). Task: Predict the reactants needed to synthesize the given product. Given the product [CH3:13][O:12][N:9]1[CH2:10][CH2:11][C:6]2([N:5]([CH3:14])[C:4](=[O:15])[C:3]([C:16]3[C:21]([CH3:22])=[CH:20][C:19]([CH3:23])=[CH:18][C:17]=3[CH3:24])=[C:2]2[O:1][C:33](=[O:34])[O:35][CH2:36][CH3:37])[CH2:7][CH2:8]1, predict the reactants needed to synthesize it. The reactants are: [OH:1][C:2]1[C:6]2([CH2:11][CH2:10][N:9]([O:12][CH3:13])[CH2:8][CH2:7]2)[N:5]([CH3:14])[C:4](=[O:15])[C:3]=1[C:16]1[C:21]([CH3:22])=[CH:20][C:19]([CH3:23])=[CH:18][C:17]=1[CH3:24].C(N(CC)CC)C.Cl[C:33]([O:35][CH2:36][CH3:37])=[O:34].